This data is from Peptide-MHC class II binding affinity with 134,281 pairs from IEDB. The task is: Regression. Given a peptide amino acid sequence and an MHC pseudo amino acid sequence, predict their binding affinity value. This is MHC class II binding data. The peptide sequence is WFINWYLPISQLFYN. The MHC is DRB1_0405 with pseudo-sequence DRB1_0405. The binding affinity (normalized) is 0.549.